This data is from Full USPTO retrosynthesis dataset with 1.9M reactions from patents (1976-2016). The task is: Predict the reactants needed to synthesize the given product. Given the product [NH:37]1[C:38]2[C:34](=[CH:33][CH:32]=[C:31]([NH:30][C:7]3[NH:8][C:3](=[O:2])[CH:4]=[C:5]([C:13]4[CH:29]=[CH:28][C:16]5[NH:17][C:18]([NH:20][C:21]([C:23]6[S:24][CH:25]=[CH:26][CH:27]=6)=[O:22])=[N:19][C:15]=5[CH:14]=4)[N:6]=3)[CH:39]=2)[CH:35]=[N:36]1, predict the reactants needed to synthesize it. The reactants are: C[O:2][C:3]1[N:8]=[C:7](S(C)(=O)=O)[N:6]=[C:5]([C:13]2[CH:29]=[CH:28][C:16]3[NH:17][C:18]([NH:20][C:21]([C:23]4[S:24][CH:25]=[CH:26][CH:27]=4)=[O:22])=[N:19][C:15]=3[CH:14]=2)[CH:4]=1.[NH2:30][C:31]1[CH:39]=[C:38]2[C:34]([CH:35]=[N:36][NH:37]2)=[CH:33][CH:32]=1.